This data is from Retrosynthesis with 50K atom-mapped reactions and 10 reaction types from USPTO. The task is: Predict the reactants needed to synthesize the given product. (1) The reactants are: CCOC(=O)C(F)(F)F.c1ccc2c(c1)CCN2. Given the product O=C(N1CCc2ccccc21)C(F)(F)F, predict the reactants needed to synthesize it. (2) Given the product Clc1ccc(C(OC2CN(C(c3ccccc3)c3ccccc3)C2)c2ccc(Cl)cc2)cc1, predict the reactants needed to synthesize it. The reactants are: Clc1ccc(C(OC2CN(C(c3ccccc3)c3ccccc3)C2)c2ccc(Cl)cc2Cl)cc1. (3) Given the product O=C(NCC1CC1)c1ccc(CN(Cc2ccccn2)S(=O)(=O)c2ccc(Cl)cc2)cc1, predict the reactants needed to synthesize it. The reactants are: O=C(NCC1CC1)c1ccc(CBr)cc1.O=S(=O)(NCc1ccccn1)c1ccc(Cl)cc1. (4) Given the product O=C(N[C@@H]1CCCN2c3cc(Cl)c(NS(=O)(=O)c4ccccc4)cc3Oc3ccccc3[C@H]12)C(F)(F)F, predict the reactants needed to synthesize it. The reactants are: Nc1cc2c(cc1Cl)N1CCC[C@@H](NC(=O)C(F)(F)F)[C@H]1c1ccccc1O2.O=S(=O)(Cl)c1ccccc1. (5) Given the product O=C1O[C@]2(CCN(C(=O)C3(c4ccc(-c5ccc(N6CCCC6)nc5)cc4)CC3)C2)c2ccccc21, predict the reactants needed to synthesize it. The reactants are: C1CCNC1.O=C1O[C@]2(CCN(C(=O)C3(c4ccc(-c5ccc(F)nc5)cc4)CC3)C2)c2ccccc21.